From a dataset of Full USPTO retrosynthesis dataset with 1.9M reactions from patents (1976-2016). Predict the reactants needed to synthesize the given product. (1) Given the product [CH3:1][C@H:2]1[C@:19]([OH:28])([C:20]([CH2:22][OH:23])=[O:21])[C@:18]2([CH3:29])[C@H:4]([C@H:5]3[C@:15]([F:31])([C@@H:16]([OH:30])[CH2:17]2)[C@:14]2([CH3:32])[C:8](=[CH:9][C:10]([CH:12]=[CH:13]2)=[O:11])[CH2:7][CH2:6]3)[CH2:3]1, predict the reactants needed to synthesize it. The reactants are: [CH3:1][C@H:2]1[C@:19]([OH:28])([C:20]([CH2:22][O:23]P(O)(O)=O)=[O:21])[C@:18]2([CH3:29])[C@H:4]([C@H:5]3[C@:15]([F:31])([C@@H:16]([OH:30])[CH2:17]2)[C@:14]2([CH3:32])[C:8](=[CH:9][C:10]([CH:12]=[CH:13]2)=[O:11])[CH2:7][CH2:6]3)[CH2:3]1.O=C[C@@H]([C@H]([C@@H]([C@@H](CO)O)O)O)O. (2) Given the product [CH3:22][N:21]([CH3:23])[C:18]1[CH:19]=[CH:20][C:15]([C:14]([NH:13][C:6]2[CH:7]=[CH:8][C:9]3[NH:10][C:37]([C:36]4[CH:35]=[CH:34][C:33]([C:30]5[CH:31]=[CH:32][C:27]([N:26]([CH3:25])[CH3:41])=[CH:28][CH:29]=5)=[CH:40][CH:39]=4)=[N:1][C:4]=3[CH:5]=2)=[O:24])=[CH:16][CH:17]=1, predict the reactants needed to synthesize it. The reactants are: [N+:1]([C:4]1[CH:5]=[C:6]([NH:13][C:14](=[O:24])[C:15]2[CH:20]=[CH:19][C:18]([N:21]([CH3:23])[CH3:22])=[CH:17][CH:16]=2)[CH:7]=[CH:8][C:9]=1[N+:10]([O-])=O)([O-])=O.[CH3:25][N:26]([CH3:41])[C:27]1[CH:32]=[CH:31][C:30]([C:33]2[CH:40]=[CH:39][C:36]([CH:37]=O)=[CH:35][CH:34]=2)=[CH:29][CH:28]=1. (3) The reactants are: [CH3:1][CH:2]1[CH2:7][N:6]([C:8]2[CH:13]=[CH:12][C:11]([NH:14][C:15]([C:17]3[CH2:22][CH2:21][CH2:20][CH2:19][C:18]=3[C:23]3[CH:28]=[CH:27][C:26]([C:29]([F:32])([F:31])[F:30])=[CH:25][CH:24]=3)=[O:16])=[CH:10][CH:9]=2)[CH2:5][CH2:4][N:3]1C(OC(C)(C)C)=O.FC(F)(F)C(O)=O. Given the product [CH3:1][CH:2]1[NH:3][CH2:4][CH2:5][N:6]([C:8]2[CH:13]=[CH:12][C:11]([NH:14][C:15]([C:17]3[CH2:22][CH2:21][CH2:20][CH2:19][C:18]=3[C:23]3[CH:28]=[CH:27][C:26]([C:29]([F:32])([F:30])[F:31])=[CH:25][CH:24]=3)=[O:16])=[CH:10][CH:9]=2)[CH2:7]1, predict the reactants needed to synthesize it. (4) Given the product [Cl:27][C:28]1[CH:33]=[CH:32][C:31]([CH2:34][C:35]([NH:1][C:2]2[CH:3]=[CH:4][C:5]([C:8]3[CH:9]=[CH:10][C:11]([C:14](=[O:26])[CH2:15][CH:16]([CH2:22][CH2:23][O:24][CH3:25])[C:17]([OH:19])=[O:18])=[CH:12][CH:13]=3)=[CH:6][CH:7]=2)=[O:36])=[CH:30][CH:29]=1, predict the reactants needed to synthesize it. The reactants are: [NH2:1][C:2]1[CH:7]=[CH:6][C:5]([C:8]2[CH:13]=[CH:12][C:11]([C:14](=[O:26])[CH2:15][CH:16]([CH2:22][CH2:23][O:24][CH3:25])[C:17]([O:19]CC)=[O:18])=[CH:10][CH:9]=2)=[CH:4][CH:3]=1.[Cl:27][C:28]1[CH:33]=[CH:32][C:31]([CH2:34][C:35](Cl)=[O:36])=[CH:30][CH:29]=1.